Dataset: NCI-60 drug combinations with 297,098 pairs across 59 cell lines. Task: Regression. Given two drug SMILES strings and cell line genomic features, predict the synergy score measuring deviation from expected non-interaction effect. Drug 1: C1=C(C(=O)NC(=O)N1)N(CCCl)CCCl. Drug 2: COCCOC1=C(C=C2C(=C1)C(=NC=N2)NC3=CC=CC(=C3)C#C)OCCOC.Cl. Cell line: HL-60(TB). Synergy scores: CSS=67.4, Synergy_ZIP=1.73, Synergy_Bliss=-0.865, Synergy_Loewe=-3.35, Synergy_HSA=0.215.